From a dataset of Catalyst prediction with 721,799 reactions and 888 catalyst types from USPTO. Predict which catalyst facilitates the given reaction. (1) Reactant: [Br:1][C:2]1[CH:3]=[CH:4][CH:5]=[C:6]2[C:11]=1[N:10]=[CH:9][CH:8]=[C:7]2[CH:12]=[O:13].P(O)(O)([O-])=[O:15].[Na+].Cl([O-])=O.[Na+].[O-]S([O-])(=S)=O.[Na+].[Na+]. Product: [Br:1][C:2]1[CH:3]=[CH:4][CH:5]=[C:6]2[C:11]=1[N:10]=[CH:9][CH:8]=[C:7]2[C:12]([OH:15])=[O:13]. The catalyst class is: 20. (2) Reactant: [OH-].[Na+].[NH2:3][C:4]1[N:5]=[CH:6][C:7]2[CH:12]([C:13]([O:15]C)=[O:14])[CH2:11][CH2:10][C:8]=2[N:9]=1.Cl. Product: [NH2:3][C:4]1[N:5]=[CH:6][C:7]2[CH:12]([C:13]([OH:15])=[O:14])[CH2:11][CH2:10][C:8]=2[N:9]=1. The catalyst class is: 5.